This data is from Full USPTO retrosynthesis dataset with 1.9M reactions from patents (1976-2016). The task is: Predict the reactants needed to synthesize the given product. (1) Given the product [F:33][C:24]1[C:23]([O:22][C:20]2[CH:19]=[CH:18][N:17]=[C:16]([CH2:15][O:14][C:11](=[O:13])[CH3:12])[N:21]=2)=[CH:31][CH:30]=[C:29]2[C:25]=1[CH:26]=[C:27]([CH3:32])[N:28]2[C:35](=[O:36])[NH:34][C:37]1[CH:42]=[CH:41][CH:40]=[C:39]([C:43]([F:44])([F:46])[F:45])[CH:38]=1, predict the reactants needed to synthesize it. The reactants are: [Li+].C[Si]([N-][Si](C)(C)C)(C)C.[C:11]([O:14][CH2:15][C:16]1[N:21]=[C:20]([O:22][C:23]2[C:24]([F:33])=[C:25]3[C:29](=[CH:30][CH:31]=2)[NH:28][C:27]([CH3:32])=[CH:26]3)[CH:19]=[CH:18][N:17]=1)(=[O:13])[CH3:12].[N:34]([C:37]1[CH:42]=[CH:41][CH:40]=[C:39]([C:43]([F:46])([F:45])[F:44])[CH:38]=1)=[C:35]=[O:36].[NH4+].[Cl-]. (2) Given the product [CH3:23][O:22][C:20]1[CH:19]=[CH:18][C:16]2[N:17]=[C:13]([NH:12][C:9](=[O:10])[CH2:8][C:4]3[CH:5]=[CH:6][CH:7]=[C:2]([Cl:1])[CH:3]=3)[S:14][C:15]=2[CH:21]=1, predict the reactants needed to synthesize it. The reactants are: [Cl:1][C:2]1[CH:3]=[C:4]([CH2:8][C:9](Cl)=[O:10])[CH:5]=[CH:6][CH:7]=1.[NH2:12][C:13]1[S:14][C:15]2[CH:21]=[C:20]([O:22][CH3:23])[CH:19]=[CH:18][C:16]=2[N:17]=1.